This data is from CYP2C9 inhibition data for predicting drug metabolism from PubChem BioAssay. The task is: Regression/Classification. Given a drug SMILES string, predict its absorption, distribution, metabolism, or excretion properties. Task type varies by dataset: regression for continuous measurements (e.g., permeability, clearance, half-life) or binary classification for categorical outcomes (e.g., BBB penetration, CYP inhibition). Dataset: cyp2c9_veith. (1) The drug is N[C@H](C(=O)O)c1ccc(O)c(C(=O)O)c1. The result is 0 (non-inhibitor). (2) The drug is Cc1cc(C2CCCCC2)n(O)c(=O)c1.NCCO. The result is 0 (non-inhibitor). (3) The drug is O=C(CNC1CCCCCC1)Nc1ccccc1N1CCCCC1.O=C(O)C(=O)O. The result is 1 (inhibitor). (4) The drug is c1ccc2c(c1)C(=Nc1ccc(N=C3c4ccccc4-c4ccccc43)cc1)c1ccccc1-2. The result is 0 (non-inhibitor). (5) The compound is CCOc1ccc(-n2c(=O)[nH]cc(C(=O)N3CCCc4ccccc43)c2=O)cc1. The result is 1 (inhibitor). (6) The drug is COc1cccc(Cn2c(NCc3cccnc3)nc3c2c(=O)n(C)c(=O)n3C)c1. The result is 1 (inhibitor).